From a dataset of Reaction yield outcomes from USPTO patents with 853,638 reactions. Predict the reaction yield, written as a fraction of the theoretical maximum amount of product (1.0 means a 100% yield; for example, 0.34 means a 34% yield). (1) The reactants are NC[C:3]1([C:11]2[CH:16]=[CH:15][C:14]([Cl:17])=[C:13]([Cl:18])[CH:12]=2)[CH2:8][CH2:7][CH2:6][C:5]([CH3:10])([OH:9])[CH2:4]1.C[CH2:20][N:21](CC)CC.[O:26](C(OC(C)(C)C)=O)[C:27]([O:29][C:30]([CH3:33])([CH3:32])[CH3:31])=O. The catalyst is C(Cl)Cl. The product is [Cl:18][C:13]1[CH:12]=[C:11]([C:3]2([N:21]([CH3:20])[C:27](=[O:26])[O:29][C:30]([CH3:33])([CH3:32])[CH3:31])[CH2:8][CH2:7][CH2:6][C:5]([OH:9])([CH3:10])[CH2:4]2)[CH:16]=[CH:15][C:14]=1[Cl:17]. The yield is 0.900. (2) The reactants are [Br:1][C:2]1[CH:6]=[N:5][N:4]([CH3:7])[C:3]=1[C:8]1[CH:9]=[C:10]([NH2:23])[CH:11]=[CH:12][C:13]=1[O:14][CH2:15][CH2:16][N:17]1[CH2:21][CH2:20][C@H:19]([F:22])[CH2:18]1.[F:24][C:25]1[CH:26]=[C:27]([CH:31]=[CH:32][CH:33]=1)[C:28](Cl)=[O:29].C(N(CC)CC)C. The catalyst is C1COCC1. The product is [Br:1][C:2]1[CH:6]=[N:5][N:4]([CH3:7])[C:3]=1[C:8]1[CH:9]=[C:10]([NH:23][C:28](=[O:29])[C:27]2[CH:31]=[CH:32][CH:33]=[C:25]([F:24])[CH:26]=2)[CH:11]=[CH:12][C:13]=1[O:14][CH2:15][CH2:16][N:17]1[CH2:21][CH2:20][C@H:19]([F:22])[CH2:18]1. The yield is 0.400. (3) The reactants are [C:1]1([NH:7][C:8]2[CH:13]=[CH:12][CH:11]=[CH:10][CH:9]=2)[CH:6]=[CH:5][CH:4]=[CH:3][CH:2]=1.[CH2:14]([C:18]1([CH2:33][CH2:34][CH2:35][CH3:36])[C:30]2[CH:29]=[C:28]([Br:31])[CH:27]=[CH:26][C:25]=2C2C1=CC(Br)=CC=2)[CH2:15][CH2:16][CH3:17].C[C:38]1[CH:43]=[CH:42][CH:41]=[CH:40][C:39]=1P([C:38]1[CH:43]=[CH:42][CH:41]=[CH:40][C:39]=1C)[C:38]1[CH:43]=[CH:42][CH:41]=[CH:40][C:39]=1C.C1(C)C=CC=CC=1. The catalyst is CC([O-])=O.CC([O-])=O.[Pd+2].O. The product is [CH2:14]([C:18]1([CH2:33][CH2:34][CH2:35][CH3:36])[C:10]2[CH:9]=[C:8]([N:7]([C:38]3[CH:43]=[CH:42][CH:41]=[CH:40][CH:39]=3)[C:1]3[CH:2]=[CH:3][CH:4]=[CH:5][CH:6]=3)[CH:13]=[CH:12][C:11]=2[C:25]2[C:30]1=[CH:29][C:28]([Br:31])=[CH:27][CH:26]=2)[CH2:15][CH2:16][CH3:17]. The yield is 0.760. (4) The reactants are [CH3:1][O:2][C:3](=[O:21])[C:4]1[CH:9]=[C:8]([C:10](=[O:12])[CH3:11])[CH:7]=[CH:6][C:5]=1[O:13][CH2:14][C:15]1[CH:20]=[CH:19][CH:18]=[CH:17][CH:16]=1.[Br:22]Br.C(OCC)C. The catalyst is C(Cl)(Cl)Cl.C1(C)C=CC=CC=1. The product is [CH3:1][O:2][C:3](=[O:21])[C:4]1[CH:9]=[C:8]([C:10](=[O:12])[CH2:11][Br:22])[CH:7]=[CH:6][C:5]=1[O:13][CH2:14][C:15]1[CH:16]=[CH:17][CH:18]=[CH:19][CH:20]=1. The yield is 0.550. (5) The reactants are [CH2:1]([P:3]([OH:9])([CH2:5][C:6]([OH:8])=[O:7])=[O:4])[CH3:2].[O-]CCCC.[O-]CCCC.[O-]CCCC.[O-]CCCC.[Ti+4:30]. The catalyst is C1(C)C=CC=CC=1. The product is [Ti+4:30].[CH2:1]([P:3]([OH:9])([CH2:5][C:6]([O-:8])=[O:7])=[O:4])[CH3:2].[CH2:1]([P:3]([CH2:5][C:6]([O-:8])=[O:7])([OH:9])=[O:4])[CH3:2].[CH2:1]([P:3]([CH2:5][C:6]([O-:8])=[O:7])([OH:9])=[O:4])[CH3:2].[CH2:1]([P:3]([CH2:5][C:6]([O-:8])=[O:7])([OH:9])=[O:4])[CH3:2]. The yield is 0.960. (6) The reactants are [OH:1][CH:2]1[C:6]2[C:7]([O:11][CH3:12])=[N:8][CH:9]=[CH:10][C:5]=2[C:4](=[O:13])N1C(C)C.[BH4-].[Na+].CC(C)=O.Cl.P([O-])([O-])(O)=O.[K+].[K+]. The catalyst is C(O)(C)C.O. The product is [CH3:12][O:11][C:7]1[C:6]2[CH2:2][O:1][C:4](=[O:13])[C:5]=2[CH:10]=[CH:9][N:8]=1. The yield is 0.680. (7) The reactants are [CH3:1][O:2][C:3]1[CH:8]=[C:7]([C:9]2[N:13]([CH3:14])[CH:12]=[N:11][CH:10]=2)[CH:6]=[CH:5][C:4]=1[NH:15][CH:16]=O.CS(C1[N:23]=[CH:24][C:25]2[CH:31]=[CH:30][N:29]=[C:28]([NH:32][CH2:33][C:34]([CH3:37])([CH3:36])[CH3:35])[C:26]=2[N:27]=1)(=O)=O. No catalyst specified. The product is [CH3:1][O:2][C:3]1[CH:8]=[C:7]([C:9]2[N:13]([CH3:14])[CH:12]=[N:11][CH:10]=2)[CH:6]=[CH:5][C:4]=1[NH:15][C:16]1[N:23]=[CH:24][C:25]2[CH:31]=[CH:30][N:29]=[C:28]([NH:32][CH2:33][C:34]([CH3:37])([CH3:36])[CH3:35])[C:26]=2[N:27]=1. The yield is 0.380. (8) The reactants are C([N:9]1[CH2:22][CH2:21][C:20]2[C:19]3[CH:18]=[CH:17][CH:16]=[CH:15][C:14]=3[NH:13][C:12]=2[CH2:11][CH2:10]1)(=O)C1C=CC=CC=1.[C:23](=[O:26])([O-:25])[O-].[Cs+].[Cs+].[C:29]([O:33]CC)(=[O:32])[CH:30]=[CH2:31]. The catalyst is C(#N)C.CN(C=O)C.O. The product is [C:29]([OH:33])(=[O:32])[C:23]([OH:25])=[O:26].[CH:18]1[C:19]2[C:20]3[CH2:21][CH2:22][NH:9][CH2:10][CH2:11][C:12]=3[N:13]3[C:14]=2[C:15]([C:29](=[O:32])[CH2:30][CH2:31]3)=[CH:16][CH:17]=1. The yield is 0.720. (9) The reactants are [OH:1][C:2]1[N:10]=[CH:9][CH:8]=[CH:7][C:3]=1[C:4](O)=[O:5].B.C1COCC1.CO. The catalyst is C1COCC1. The product is [OH:5][CH2:4][C:3]1[C:2]([OH:1])=[N:10][CH:9]=[CH:8][CH:7]=1. The yield is 0.290. (10) The reactants are O=[C:2]([C:13]1[CH:14]=[N:15][CH:16]=[CH:17][CH:18]=1)[CH2:3][N:4]1[CH:8]=[CH:7][CH:6]=[C:5]1[C:9]([O:11]C)=O.[CH2:19]([NH2:22])[CH2:20][NH2:21]. The catalyst is O1CCOCC1. The product is [N:15]1[CH:16]=[CH:17][CH:18]=[C:13]([C:2]23[NH:22][CH2:19][CH2:20][N:21]2[C:9](=[O:11])[C:5]2[N:4]([CH:8]=[CH:7][CH:6]=2)[CH2:3]3)[CH:14]=1. The yield is 0.860.